Dataset: Reaction yield outcomes from USPTO patents with 853,638 reactions. Task: Predict the reaction yield, written as a fraction of the theoretical maximum amount of product (1.0 means a 100% yield; for example, 0.34 means a 34% yield). (1) The reactants are Cl.[NH2:2][C@H:3]1[CH2:9][O:8][C:7]2[CH:10]=[CH:11][CH:12]=[CH:13][C:6]=2[N:5]([CH3:14])[C:4]1=[O:15].CCN(CC)CC.[C:23](Cl)(=O)[O:24]C1C=CC([N+]([O-])=O)=CC=1.[CH2:36]([CH:43]1[CH2:48][CH2:47][CH2:46][NH:45][CH2:44]1)[C:37]1[CH:42]=[CH:41][CH:40]=[CH:39][CH:38]=1. The catalyst is C1COCC1. The product is [CH2:36]([CH:43]1[CH2:48][CH2:47][CH2:46][N:45]([C:23]([NH:2][C@H:3]2[CH2:9][O:8][C:7]3[CH:10]=[CH:11][CH:12]=[CH:13][C:6]=3[N:5]([CH3:14])[C:4]2=[O:15])=[O:24])[CH2:44]1)[C:37]1[CH:42]=[CH:41][CH:40]=[CH:39][CH:38]=1. The yield is 0.282. (2) The reactants are [I:1][C:2]1[CH:3]=[C:4]([CH:9]=[CH:10][C:11]=1[CH3:12])[C:5]([O:7][CH3:8])=[O:6].C1C(=O)N([Br:20])C(=O)C1.N(C(C)(C)C#N)=NC(C)(C)C#N.C(=O)([O-])[O-].[K+].[K+]. The catalyst is C(Cl)(Cl)(Cl)Cl. The product is [Br:20][CH2:12][C:11]1[CH:10]=[CH:9][C:4]([C:5]([O:7][CH3:8])=[O:6])=[CH:3][C:2]=1[I:1]. The yield is 0.780.